Predict the reaction yield, written as a fraction of the theoretical maximum amount of product (1.0 means a 100% yield; for example, 0.34 means a 34% yield). From a dataset of Reaction yield outcomes from USPTO patents with 853,638 reactions. (1) The reactants are B1C2CCCC1CCC2.[CH2:10]=[C:11]1[CH2:16][CH2:15][N:14]([C:17]([O:19][CH2:20][C:21]2[CH:26]=[CH:25][CH:24]=[CH:23][CH:22]=2)=[O:18])[CH2:13][CH2:12]1.Br[C:28]1[N:33]=[C:32]([NH:34][C:35](=[O:41])[O:36][C:37]([CH3:40])([CH3:39])[CH3:38])[CH:31]=[CH:30][CH:29]=1.CN(C=O)C. The catalyst is C1COCC1.O. The product is [C:37]([O:36][C:35]([NH:34][C:32]1[N:33]=[C:28]([CH2:10][CH:11]2[CH2:16][CH2:15][N:14]([C:17]([O:19][CH2:20][C:21]3[CH:22]=[CH:23][CH:24]=[CH:25][CH:26]=3)=[O:18])[CH2:13][CH2:12]2)[CH:29]=[CH:30][CH:31]=1)=[O:41])([CH3:40])([CH3:38])[CH3:39]. The yield is 0.630. (2) The reactants are [CH:1]1([C:4]([NH:6][C:7]2[CH:12]=[CH:11][C:10]([F:13])=[CH:9][C:8]=2[NH:14][C:15]2[N:20]=[C:19]([NH:21][C:22]3[CH:27]=[CH:26][C:25]([C:28]([F:31])([F:30])[F:29])=[CH:24][CH:23]=3)[N:18]=[C:17]([NH:32]C(=O)OC(C)(C)C)[CH:16]=2)=O)[CH2:3][CH2:2]1.CC1C=CC(S(O)(=O)=O)=CC=1.C(#N)C.CO. The catalyst is C(Cl)Cl.CCOC(C)=O. The product is [CH:1]1([C:4]2[N:14]([C:15]3[N:20]=[C:19]([NH:21][C:22]4[CH:27]=[CH:26][C:25]([C:28]([F:29])([F:30])[F:31])=[CH:24][CH:23]=4)[N:18]=[C:17]([NH2:32])[CH:16]=3)[C:8]3[CH:9]=[C:10]([F:13])[CH:11]=[CH:12][C:7]=3[N:6]=2)[CH2:3][CH2:2]1. The yield is 0.220.